This data is from NCI-60 drug combinations with 297,098 pairs across 59 cell lines. The task is: Regression. Given two drug SMILES strings and cell line genomic features, predict the synergy score measuring deviation from expected non-interaction effect. (1) Drug 1: C1=NC2=C(N=C(N=C2N1C3C(C(C(O3)CO)O)F)Cl)N. Drug 2: C1CNP(=O)(OC1)N(CCCl)CCCl. Cell line: UACC62. Synergy scores: CSS=1.14, Synergy_ZIP=0.899, Synergy_Bliss=0.537, Synergy_Loewe=2.72, Synergy_HSA=-0.918. (2) Drug 2: C1=CC(=CC=C1CC(C(=O)O)N)N(CCCl)CCCl.Cl. Synergy scores: CSS=19.6, Synergy_ZIP=2.04, Synergy_Bliss=11.6, Synergy_Loewe=6.33, Synergy_HSA=7.68. Cell line: SK-MEL-2. Drug 1: CC1=CC2C(CCC3(C2CCC3(C(=O)C)OC(=O)C)C)C4(C1=CC(=O)CC4)C.